From a dataset of NCI-60 drug combinations with 297,098 pairs across 59 cell lines. Regression. Given two drug SMILES strings and cell line genomic features, predict the synergy score measuring deviation from expected non-interaction effect. (1) Cell line: U251. Drug 2: CC1=C(C(=O)C2=C(C1=O)N3CC4C(C3(C2COC(=O)N)OC)N4)N. Drug 1: C(CC(=O)O)C(=O)CN.Cl. Synergy scores: CSS=22.7, Synergy_ZIP=1.40, Synergy_Bliss=-0.758, Synergy_Loewe=-32.1, Synergy_HSA=-7.93. (2) Drug 1: CC1=C2C(C(=O)C3(C(CC4C(C3C(C(C2(C)C)(CC1OC(=O)C(C(C5=CC=CC=C5)NC(=O)OC(C)(C)C)O)O)OC(=O)C6=CC=CC=C6)(CO4)OC(=O)C)OC)C)OC. Drug 2: CN(C(=O)NC(C=O)C(C(C(CO)O)O)O)N=O. Cell line: OVCAR-5. Synergy scores: CSS=22.2, Synergy_ZIP=-1.93, Synergy_Bliss=-7.37, Synergy_Loewe=-38.1, Synergy_HSA=-6.87. (3) Drug 1: CC(C1=C(C=CC(=C1Cl)F)Cl)OC2=C(N=CC(=C2)C3=CN(N=C3)C4CCNCC4)N. Drug 2: CN(CC1=CN=C2C(=N1)C(=NC(=N2)N)N)C3=CC=C(C=C3)C(=O)NC(CCC(=O)O)C(=O)O. Cell line: IGROV1. Synergy scores: CSS=7.08, Synergy_ZIP=-8.77, Synergy_Bliss=-6.59, Synergy_Loewe=-20.9, Synergy_HSA=-6.99.